Dataset: Full USPTO retrosynthesis dataset with 1.9M reactions from patents (1976-2016). Task: Predict the reactants needed to synthesize the given product. (1) The reactants are: C(OC([N:8]1[CH2:13][CH2:12][C:11]([O:15][CH2:16][CH:17]=[CH2:18])([CH3:14])[CH2:10][CH2:9]1)=O)(C)(C)C.[ClH:19].O1CCOCC1. Given the product [ClH:19].[CH2:16]([O:15][C:11]1([CH3:14])[CH2:10][CH2:9][NH:8][CH2:13][CH2:12]1)[CH:17]=[CH2:18], predict the reactants needed to synthesize it. (2) Given the product [OH:7][C:1]([C:3]([F:6])([F:5])[F:4])=[O:2].[NH:39]1[CH2:42][CH:41]([NH:43][C:19]([CH2:20][NH:21][C:22](=[O:23])[C:24]2[CH:25]=[CH:26][CH:27]=[CH:28][CH:29]=2)=[O:31])[CH2:40]1, predict the reactants needed to synthesize it. The reactants are: [C:1]([OH:7])([C:3]([F:6])([F:5])[F:4])=[O:2].CCN=C=NCCCN(C)C.[C:19]([OH:31])(=O)[CH2:20][NH:21][C:22]([C:24]1[CH:29]=[CH:28][CH:27]=[CH:26][CH:25]=1)=[O:23].C(OC([N:39]1[CH2:42][CH:41]([NH2:43])[CH2:40]1)=O)(C)(C)C.